From a dataset of Forward reaction prediction with 1.9M reactions from USPTO patents (1976-2016). Predict the product of the given reaction. (1) Given the reactants Br[C:2]1[CH:3]=[CH:4][C:5]([C:8]([O:10][C:11]([CH3:14])([CH3:13])[CH3:12])=[O:9])=[N:6][CH:7]=1.CN(C=O)C.C([O-])([O-])=O.[Cs+].[Cs+].[N:26]1[CH:31]=[CH:30][CH:29]=[C:28](B(O)O)[CH:27]=1, predict the reaction product. The product is: [N:6]1[C:5]([C:8]([O:10][C:11]([CH3:14])([CH3:13])[CH3:12])=[O:9])=[CH:4][CH:3]=[C:2]([C:28]2[CH:27]=[N:26][CH:31]=[CH:30][CH:29]=2)[CH:7]=1. (2) Given the reactants Cl.Cl.[Cl:3][C:4]1[CH:9]=[CH:8][C:7]([C@@H:10]([C@@H:30]2[CH2:34][CH2:33][CH2:32][NH:31]2)[C:11]([N:13]2[CH2:18][CH2:17][N:16]([C:19]3[C:20]4[C@H:27]([CH3:28])[CH2:26][C@@H:25]([OH:29])[C:21]=4[N:22]=[CH:23][N:24]=3)[CH2:15][CH2:14]2)=[O:12])=[CH:6][CH:5]=1.C=O.[CH:37](O)=O.C([O-])(O)=O.[Na+].Cl.O1CCOCC1, predict the reaction product. The product is: [Cl:3][C:4]1[CH:9]=[CH:8][C:7]([C@@H:10]([C@@H:30]2[CH2:34][CH2:33][CH2:32][N:31]2[CH3:37])[C:11]([N:13]2[CH2:14][CH2:15][N:16]([C:19]3[C:20]4[C@H:27]([CH3:28])[CH2:26][C@@H:25]([OH:29])[C:21]=4[N:22]=[CH:23][N:24]=3)[CH2:17][CH2:18]2)=[O:12])=[CH:6][CH:5]=1. (3) Given the reactants [CH3:1][N:2]([CH3:25])[CH2:3][CH2:4][O:5][C:6]1[CH:7]=[C:8]([NH:14][S:15]([C:18]2[CH:23]=[CH:22][C:21](I)=[CH:20][CH:19]=2)(=[O:17])=[O:16])[CH:9]=[CH:10][C:11]=1[O:12][CH3:13].[F:26][C:27]1[CH:41]=[CH:40][C:30]([CH2:31][O:32][CH2:33][C:34]([NH:36][CH2:37][C:38]#[CH:39])=[O:35])=[CH:29][CH:28]=1.C(N(CC)CC)C.FC1C=CC(COCC(NCC#CC2C=CC(S(=O)(=O)NC3C=C(OC)C(OC)=C(OC)C=3)=CC=2)=O)=CC=1, predict the reaction product. The product is: [CH3:1][N:2]([CH3:25])[CH2:3][CH2:4][O:5][C:6]1[CH:7]=[C:8]([NH:14][S:15]([C:18]2[CH:23]=[CH:22][C:21]([C:39]#[C:38][CH2:37][NH:36][C:34](=[O:35])[CH2:33][O:32][CH2:31][C:30]3[CH:29]=[CH:28][C:27]([F:26])=[CH:41][CH:40]=3)=[CH:20][CH:19]=2)(=[O:17])=[O:16])[CH:9]=[CH:10][C:11]=1[O:12][CH3:13]. (4) Given the reactants [H-].[H-].[H-].[H-].[Li+].[Al+3].[CH3:7][N:8]1[CH2:13][CH2:12][N:11]([CH:14]2[CH2:19][CH2:18][CH2:17][C:16](=[N:20]O)[CH2:15]2)[CH2:10][CH2:9]1, predict the reaction product. The product is: [CH3:7][N:8]1[CH2:9][CH2:10][N:11]([CH:14]2[CH2:19][CH2:18][CH2:17][CH:16]([NH2:20])[CH2:15]2)[CH2:12][CH2:13]1. (5) The product is: [Cl:13][C:4]1[CH:5]=[C:6]([CH:11]=[CH:12][C:3]=1[CH2:2][N:18]1[CH2:19][CH2:20][N:15]([CH3:14])[CH2:16][CH2:17]1)[C:7]([O:9][CH3:10])=[O:8]. Given the reactants Br[CH2:2][C:3]1[CH:12]=[CH:11][C:6]([C:7]([O:9][CH3:10])=[O:8])=[CH:5][C:4]=1[Cl:13].[CH3:14][N:15]1[CH2:20][CH2:19][NH:18][CH2:17][CH2:16]1.C(=O)([O-])[O-].[K+].[K+], predict the reaction product. (6) Given the reactants Cl.[CH3:2][O:3][C:4]([CH:6]1[CH2:10][CH2:9][CH:8](OCC=C)[NH:7]1)=[O:5].C(N(CC)CC)C.[C:22]([O:26][C:27]([NH:29][CH:30]([CH2:34][CH:35]=[CH2:36])[C:31]([OH:33])=O)=[O:28])([CH3:25])([CH3:24])[CH3:23].[CH:37]1(N=C=NC2CCCCC2)[CH2:42]CCC[CH2:38]1, predict the reaction product. The product is: [CH3:2][O:3][C:4]([CH:6]1[CH2:10][CH2:9][CH:8]([CH2:42][CH:37]=[CH2:38])[N:7]1[C:31](=[O:33])[CH:30]([NH:29][C:27]([O:26][C:22]([CH3:23])([CH3:24])[CH3:25])=[O:28])[CH2:34][CH:35]=[CH2:36])=[O:5]. (7) Given the reactants [C:1]([C:3]1[CH:4]=[CH:5][C:6]([O:13][C:14]2[CH:19]=[C:18]([CH3:20])[CH:17]=[CH:16][C:15]=2[CH3:21])=[C:7]([S:9](Cl)(=[O:11])=[O:10])[CH:8]=1)#[N:2].[NH:22]1[CH2:27][CH2:26][NH:25][CH2:24][CH2:23]1.CCOC(C)=O.O, predict the reaction product. The product is: [CH3:21][C:15]1[CH:16]=[CH:17][C:18]([CH3:20])=[CH:19][C:14]=1[O:13][C:6]1[CH:5]=[CH:4][C:3]([C:1]#[N:2])=[CH:8][C:7]=1[S:9]([N:22]1[CH2:27][CH2:26][NH:25][CH2:24][CH2:23]1)(=[O:11])=[O:10]. (8) Given the reactants [C:1]([OH:4])(=O)[CH3:2].C1N=CN(C(N2C=NC=C2)=O)C=1.[F:17][C:18]1[CH:23]=[CH:22][C:21]([NH:24][C:25]2[C:30]([C:31]([N:33]3[CH2:38][CH2:37][CH:36]([C:39]4[CH:44]=[CH:43][C:42]([F:45])=[CH:41][CH:40]=4)[CH2:35][CH2:34]3)=[O:32])=[CH:29][N:28]=[C:27]([S:46]([NH2:49])(=[O:48])=[O:47])[CH:26]=2)=[C:20]([CH3:50])[CH:19]=1.C1CCN2C(=NCCC2)CC1.C(O)(=O)CC(CC(O)=O)(C(O)=O)O, predict the reaction product. The product is: [F:17][C:18]1[CH:23]=[CH:22][C:21]([NH:24][C:25]2[C:30]([C:31]([N:33]3[CH2:34][CH2:35][CH:36]([C:39]4[CH:44]=[CH:43][C:42]([F:45])=[CH:41][CH:40]=4)[CH2:37][CH2:38]3)=[O:32])=[CH:29][N:28]=[C:27]([S:46]([NH:49][C:1](=[O:4])[CH3:2])(=[O:47])=[O:48])[CH:26]=2)=[C:20]([CH3:50])[CH:19]=1. (9) Given the reactants Cl[C:2]1[C:11]2[C:6](=[CH:7][C:8]([C:12]3[CH:13]=[C:14]([CH:20]=[CH:21][C:22]=3[CH3:23])[C:15]([O:17][CH2:18][CH3:19])=[O:16])=[CH:9][CH:10]=2)[CH:5]=[N:4][N:3]=1.[CH2:24]1COCC1.CN1CCCC1=O.C[Mg]Br, predict the reaction product. The product is: [CH3:23][C:22]1[CH:21]=[CH:20][C:14]([C:15]([O:17][CH2:18][CH3:19])=[O:16])=[CH:13][C:12]=1[C:8]1[CH:7]=[C:6]2[C:11](=[CH:10][CH:9]=1)[C:2]([CH3:24])=[N:3][N:4]=[CH:5]2. (10) The product is: [CH3:46][N:47]([CH3:48])[C:42](=[O:43])[C:38]1[CH:37]=[C:36]([C:14]2[C:13]3[C:8]([O:7][CH:4]4[CH2:3][CH2:2][O:1][CH2:6][CH2:5]4)=[N:9][CH:10]=[CH:11][C:12]=3[N:16]([C:17]([C:30]3[CH:35]=[CH:34][CH:33]=[CH:32][CH:31]=3)([C:18]3[CH:19]=[CH:20][CH:21]=[CH:22][CH:23]=3)[C:24]3[CH:25]=[CH:26][CH:27]=[CH:28][CH:29]=3)[N:15]=2)[CH:41]=[CH:40][N:39]=1. Given the reactants [O:1]1[CH2:6][CH2:5][CH:4]([O:7][C:8]2[C:13]3[C:14]([C:36]4[CH:41]=[CH:40][N:39]=[C:38]([C:42](O)=[O:43])[CH:37]=4)=[N:15][N:16]([C:17]([C:30]4[CH:35]=[CH:34][CH:33]=[CH:32][CH:31]=4)([C:24]4[CH:29]=[CH:28][CH:27]=[CH:26][CH:25]=4)[C:18]4[CH:23]=[CH:22][CH:21]=[CH:20][CH:19]=4)[C:12]=3[CH:11]=[CH:10][N:9]=2)[CH2:3][CH2:2]1.Cl.[CH3:46][NH:47][CH3:48].CN(C(ON1N=NC2C=CC=NC1=2)=[N+](C)C)C.F[P-](F)(F)(F)(F)F.CCN(C(C)C)C(C)C, predict the reaction product.